From a dataset of Forward reaction prediction with 1.9M reactions from USPTO patents (1976-2016). Predict the product of the given reaction. (1) Given the reactants Cl.Cl.[NH2:3][C:4]1[CH:5]=[C:6]([CH:19]=[C:20]([CH3:23])[C:21]=1[NH2:22])[O:7][CH2:8][C:9]1[CH:18]=[CH:17][CH:16]=[CH:15][C:10]=1[C:11]([O:13][CH3:14])=[O:12].[C:24](N1C=CN=C1)(N1C=CN=C1)=[S:25], predict the reaction product. The product is: [CH3:23][C:20]1[C:21]2[NH:22][C:24](=[S:25])[NH:3][C:4]=2[CH:5]=[C:6]([O:7][CH2:8][C:9]2[CH:18]=[CH:17][CH:16]=[CH:15][C:10]=2[C:11]([O:13][CH3:14])=[O:12])[CH:19]=1. (2) Given the reactants Cl.[Br:2][C:3]1[CH:4]=[C:5]2[C:9](=[CH:10][CH:11]=1)[C:8]([O:14][Si](C)(C)C)([C:12]#[N:13])[CH2:7][CH2:6]2.[CH2:19]([OH:21])[CH3:20], predict the reaction product. The product is: [Br:2][C:3]1[CH:4]=[C:5]2[C:9](=[CH:10][CH:11]=1)[C:8]([OH:14])([C:12](=[NH:13])[O:21][CH2:19][CH3:20])[CH2:7][CH2:6]2.